This data is from Catalyst prediction with 721,799 reactions and 888 catalyst types from USPTO. The task is: Predict which catalyst facilitates the given reaction. (1) Reactant: CS(O)(=O)=O.NC[C:8]1[CH:9]=[C:10]2[C:14](=[CH:15][CH:16]=1)[C:13](=[O:17])[N:12](C1CCC(=O)NC1=O)C2.ClC1C=CC=CC=1C(Cl)=O.Cl. Product: [C:13]([NH2:12])(=[O:17])[C:14]1[CH:15]=[CH:16][CH:8]=[CH:9][CH:10]=1. The catalyst class is: 10. (2) Product: [OH:2][CH:1]([CH3:17])[C:3]([NH:6][C:7](=[O:16])[C:8]1[CH:13]=[CH:12][C:11]([F:14])=[CH:10][C:9]=1[F:15])([CH3:5])[CH3:4]. Reactant: [CH:1]([C:3]([NH:6][C:7](=[O:16])[C:8]1[CH:13]=[CH:12][C:11]([F:14])=[CH:10][C:9]=1[F:15])([CH3:5])[CH3:4])=[O:2].[CH3:17][Mg]Br.[Cl-].[NH4+]. The catalyst class is: 1. (3) Reactant: BrC1C(N2CCN(C(NC3C=CC=CC=3)=O)CC2)=C2N=C(C3C=CC(N(C)C)=CC=3)NC2=NC=1.[Br:35][C:36]1[C:37]([N:46]2[CH2:51][CH2:50][N:49]([CH:52]([C:54]3[CH:59]=[CH:58][N:57]=[CH:56][CH:55]=3)[CH3:53])[CH2:48][CH2:47]2)=[C:38]([N+:43]([O-])=O)[C:39]([NH2:42])=[N:40][CH:41]=1.[O-]S(S([O-])=O)=O.[Na+].[Na+].[CH3:68][O:69][C:70]1[CH:75]=[CH:74][C:73]([CH:76]=O)=[CH:72][CH:71]=1. Product: [Br:35][C:36]1[C:37]([N:46]2[CH2:51][CH2:50][N:49]([CH:52]([C:54]3[CH:59]=[CH:58][N:57]=[CH:56][CH:55]=3)[CH3:53])[CH2:48][CH2:47]2)=[C:38]2[N:43]=[C:76]([C:73]3[CH:74]=[CH:75][C:70]([O:69][CH3:68])=[CH:71][CH:72]=3)[NH:42][C:39]2=[N:40][CH:41]=1. The catalyst class is: 3. (4) Reactant: [Cl:1][C:2]1[C:7]([Cl:8])=[C:6]([C:9]([OH:18])([C:14]([F:17])([F:16])[F:15])[C:10]([F:13])([F:12])[F:11])[CH:5]=[CH:4][C:3]=1[C:19]1[S:23][C:22]([C:24]([O-])=[O:25])=[N:21][C:20]=1[C:27](=[O:33])[N:28]([CH2:31][CH3:32])[CH2:29][CH3:30].[Li+].[NH2:35][CH2:36][C:37]([CH3:40])([OH:39])[CH3:38].CCN(C(C)C)C(C)C.CN(C(ON1N=NC2C=CC=NC1=2)=[N+](C)C)C.F[P-](F)(F)(F)(F)F. Product: [Cl:1][C:2]1[C:7]([Cl:8])=[C:6]([C:9]([OH:18])([C:10]([F:12])([F:13])[F:11])[C:14]([F:15])([F:17])[F:16])[CH:5]=[CH:4][C:3]=1[C:19]1[S:23][C:22]([C:24]([NH:35][CH2:36][C:37]([OH:39])([CH3:40])[CH3:38])=[O:25])=[N:21][C:20]=1[C:27]([N:28]([CH2:31][CH3:32])[CH2:29][CH3:30])=[O:33]. The catalyst class is: 3. (5) Reactant: [H-].[Al+3].[Li+].[H-].[H-].[H-].[Cl:7][C:8]1[N:12]2[C:13]3[CH:37]=[CH:36][C:35]([Cl:38])=[CH:34][C:14]=3[C@@H:15]([C:24]3[CH:29]=[CH:28][CH:27]=[C:26]([O:30][CH3:31])[C:25]=3[O:32][CH3:33])[O:16][C@H:17]([CH2:18][C:19](OCC)=[O:20])[C:11]2=[N:10][N:9]=1.C(C(C(C([O-])=O)O)O)([O-])=O.[Na+].[K+]. Product: [Cl:7][C:8]1[N:12]2[C:13]3[CH:37]=[CH:36][C:35]([Cl:38])=[CH:34][C:14]=3[C@@H:15]([C:24]3[CH:29]=[CH:28][CH:27]=[C:26]([O:30][CH3:31])[C:25]=3[O:32][CH3:33])[O:16][C@H:17]([CH2:18][CH2:19][OH:20])[C:11]2=[N:10][N:9]=1. The catalyst class is: 7. (6) Reactant: C(OC(=O)[NH:7][C@@H:8]([C:13]([N:15]1[CH2:20][CH2:19][N:18]([C:21]2[CH:26]=[CH:25][C:24]([O:27][CH3:28])=[C:23]([O:29][CH:30]3[CH2:34][CH2:33][CH2:32][CH2:31]3)[CH:22]=2)[CH2:17][C@@H:16]1[CH2:35][C:36]1[CH:41]=[CH:40][CH:39]=[CH:38][CH:37]=1)=[O:14])[C:9]([OH:12])([CH3:11])[CH3:10])(C)(C)C.FC(F)(F)C(O)=O. Product: [NH2:7][C@H:8]([C:9]([OH:12])([CH3:10])[CH3:11])[C:13]([N:15]1[CH2:20][CH2:19][N:18]([C:21]2[CH:26]=[CH:25][C:24]([O:27][CH3:28])=[C:23]([O:29][CH:30]3[CH2:31][CH2:32][CH2:33][CH2:34]3)[CH:22]=2)[CH2:17][C@@H:16]1[CH2:35][C:36]1[CH:37]=[CH:38][CH:39]=[CH:40][CH:41]=1)=[O:14]. The catalyst class is: 2. (7) Reactant: C([O:4][CH2:5][CH2:6][N:7]1[C:11]([C:12]2[CH:17]=[CH:16][C:15]([OH:18])=[CH:14][C:13]=2[OH:19])=[C:10]([CH:20]2[CH2:25][CH2:24][CH2:23][CH2:22][CH2:21]2)[C:9]2[S:26][C:27]([C:29]([O:31][CH3:32])=[O:30])=[CH:28][C:8]1=2)(=O)C.C(=O)([O-])[O-].[K+].[K+]. Product: [CH:20]1([C:10]2[C:9]3[S:26][C:27]([C:29]([O:31][CH3:32])=[O:30])=[CH:28][C:8]=3[N:7]([CH2:6][CH2:5][OH:4])[C:11]=2[C:12]2[CH:17]=[CH:16][C:15]([OH:18])=[CH:14][C:13]=2[OH:19])[CH2:25][CH2:24][CH2:23][CH2:22][CH2:21]1. The catalyst class is: 5. (8) Reactant: Br[CH2:2][C:3]1[CH:12]=[CH:11][CH:10]=[C:9]2[C:4]=1[CH2:5][CH2:6][N:7]([C:13]1[NH:22][C:21](=[O:23])[C:20]3[C:15](=[CH:16][C:17]([O:26][CH3:27])=[C:18]([O:24][CH3:25])[CH:19]=3)[N:14]=1)[CH2:8]2.[NH:28]1[CH2:33][CH2:32][O:31][CH2:30][CH2:29]1.C(=O)(O)[O-].[Na+].O. Product: [CH3:25][O:24][C:18]1[CH:19]=[C:20]2[C:15](=[CH:16][C:17]=1[O:26][CH3:27])[N:14]=[C:13]([N:7]1[CH2:6][CH2:5][C:4]3[C:9](=[CH:10][CH:11]=[CH:12][C:3]=3[CH2:2][N:28]3[CH2:33][CH2:32][O:31][CH2:30][CH2:29]3)[CH2:8]1)[NH:22][C:21]2=[O:23]. The catalyst class is: 16. (9) Reactant: [C:1](OC(=O)C)(=[O:3])[CH3:2].FC(F)(F)C(O)=O.[C:15]([C@@H:19]1[NH:23][C@H:22]([C:24]([N:26]2[CH2:30][CH2:29][CH2:28][CH2:27]2)=[O:25])[CH2:21][CH2:20]1)([CH3:18])([CH3:17])[CH3:16].C(N(CC)CC)C. Product: [C:1]([N:23]1[C@@H:19]([C:15]([CH3:18])([CH3:16])[CH3:17])[CH2:20][CH2:21][C@H:22]1[C:24]([N:26]1[CH2:27][CH2:28][CH2:29][CH2:30]1)=[O:25])(=[O:3])[CH3:2]. The catalyst class is: 4. (10) Reactant: Cl[C:2]1[CH:3]=[CH:4][C:5]2[N:6]=[CH:7][N:8]=[C:9]([NH2:12])[C:10]=2[N:11]=1.[NH:13]1[CH2:18][CH2:17][CH2:16][C@H:15]([NH:19][C:20](=[O:26])[O:21][C:22]([CH3:25])([CH3:24])[CH3:23])[CH2:14]1.C(N(CC)CC)C. Product: [NH2:12][C:9]1[C:10]2[N:11]=[C:2]([N:13]3[CH2:18][CH2:17][CH2:16][C@H:15]([NH:19][C:20](=[O:26])[O:21][C:22]([CH3:24])([CH3:23])[CH3:25])[CH2:14]3)[CH:3]=[CH:4][C:5]=2[N:6]=[CH:7][N:8]=1. The catalyst class is: 44.